From a dataset of Forward reaction prediction with 1.9M reactions from USPTO patents (1976-2016). Predict the product of the given reaction. (1) Given the reactants [CH3:1][O:2][C:3]1[CH:18]=[C:17]([O:19][CH3:20])[CH:16]=[CH:15][C:4]=1[CH2:5][NH:6][C:7]1[C:12]([CH2:13][NH2:14])=[CH:11][CH:10]=[CH:9][N:8]=1.O=[C:22]1[CH2:27][CH2:26][N:25]([C:28]([O:30][C:31]([CH3:34])([CH3:33])[CH3:32])=[O:29])[CH2:24][CH2:23]1.CC(O)=O.[BH-](OC(C)=O)(OC(C)=O)OC(C)=O.[Na+], predict the reaction product. The product is: [C:31]([O:30][C:28]([N:25]1[CH2:26][CH2:27][CH:22]([NH:14][CH2:13][C:12]2[C:7]([NH:6][CH2:5][C:4]3[CH:15]=[CH:16][C:17]([O:19][CH3:20])=[CH:18][C:3]=3[O:2][CH3:1])=[N:8][CH:9]=[CH:10][CH:11]=2)[CH2:23][CH2:24]1)=[O:29])([CH3:34])([CH3:32])[CH3:33]. (2) Given the reactants [C:1]([O:5][C:6]([NH:8][NH:9][C:10]1[CH:44]=[CH:43][C:13]([C:14]([O:16][CH2:17][C@@H:18]2[C@@H:25]3[C@@H:21]([O:22]C(C)(C)[O:24]3)[C@H:20]([N:28]3[C:36](=[O:37])[N:35]([CH2:38][CH:39]=[CH2:40])[C:34]4[C:33](=[O:41])[NH:32][C:31]([NH2:42])=[N:30][C:29]3=4)[O:19]2)=[O:15])=[CH:12][N:11]=1)=[O:7])([CH3:4])([CH3:3])[CH3:2].Cl(O)(=O)(=O)=O.C1COCC1.C([O-])(O)=O.[Na+], predict the reaction product. The product is: [C:1]([O:5][C:6]([NH:8][NH:9][C:10]1[CH:44]=[CH:43][C:13]([C:14]([O:16][CH2:17][C@@H:18]2[C@@H:25]([OH:24])[C@@H:21]([OH:22])[C@H:20]([N:28]3[C:36](=[O:37])[N:35]([CH2:38][CH:39]=[CH2:40])[C:34]4[C:33](=[O:41])[NH:32][C:31]([NH2:42])=[N:30][C:29]3=4)[O:19]2)=[O:15])=[CH:12][N:11]=1)=[O:7])([CH3:2])([CH3:3])[CH3:4]. (3) Given the reactants I[C:2]1[CH:3]=[C:4]([NH:8][C:9]2[C:17]([C:18]([OH:20])=[O:19])=[CH:16][CH:15]=[CH:14][C:10]=2[C:11]([OH:13])=[O:12])[CH:5]=[CH:6][CH:7]=1.[I:21]C1C=CC(N)=CC=1.[K+].[Br-].Cl.Cl.C(N(CC)CCNC(C1C(=O)C2C(=CC=C(I)C=2)NC=1)=O)C.[N+](C1C=CC2N=C(C(OCC)=O)NC=2C=1)([O-])=O, predict the reaction product. The product is: [I:21][C:7]1[CH:6]=[CH:5][C:4]([NH:8][C:9]2[C:17]([C:18]([OH:20])=[O:19])=[CH:16][CH:15]=[CH:14][C:10]=2[C:11]([OH:13])=[O:12])=[CH:3][CH:2]=1. (4) Given the reactants [NH:1]1[C:5]([C:6]2[CH:11]=[CH:10][CH:9]=[CH:8][C:7]=2B(O)O)=[N:4][N:3]=[N:2]1.Br[C:16]1[CH:17]=[C:18]([NH2:30])[C:19]([N:22]([CH:24]2[CH2:29][CH2:28][CH2:27][CH2:26][CH2:25]2)[CH3:23])=[CH:20][CH:21]=1.C(=O)([O-])[O-].[K+].[K+].B(O)O, predict the reaction product. The product is: [CH:24]1([N:22]([CH3:23])[C:19]2[CH:20]=[CH:21][C:16]([C:7]3[CH:8]=[CH:9][CH:10]=[CH:11][C:6]=3[C:5]3[NH:4][N:3]=[N:2][N:1]=3)=[CH:17][C:18]=2[NH2:30])[CH2:29][CH2:28][CH2:27][CH2:26][CH2:25]1. (5) Given the reactants N#N.Cl.[F:4][C:5]1([F:10])[CH2:9][CH2:8][NH:7][CH2:6]1.Br[CH2:12][CH2:13][CH2:14][C:15]#[N:16].C([O-])([O-])=O.[K+].[K+], predict the reaction product. The product is: [F:4][C:5]1([F:10])[CH2:9][CH2:8][N:7]([CH2:12][CH2:13][CH2:14][CH2:15][NH2:16])[CH2:6]1. (6) Given the reactants [NH2:1][CH2:2][CH2:3][NH:4][C:5](=[O:15])[C:6]1[C:11](Cl)=[CH:10][C:9]([Cl:13])=[N:8][C:7]=1[Cl:14].[F-].[Cs+].C(N(CC)CC)C, predict the reaction product. The product is: [Cl:14][C:7]1[C:6]2[C:5](=[O:15])[NH:4][CH2:3][CH2:2][NH:1][C:11]=2[CH:10]=[C:9]([Cl:13])[N:8]=1.